This data is from Forward reaction prediction with 1.9M reactions from USPTO patents (1976-2016). The task is: Predict the product of the given reaction. (1) Given the reactants [CH:1]12[O:7][CH:4]([CH2:5][CH2:6]1)[CH:3]1[C:8](O[C:11](=[O:12])[CH:2]21)=[O:9].C([N:15](CC)CC)C, predict the reaction product. The product is: [CH:1]12[O:7][CH:4]([CH2:5][CH2:6]1)[CH:3]1[C:8](=[O:9])[NH:15][C:11](=[O:12])[CH:2]21. (2) Given the reactants F[C:2]1[CH:3]=[C:4]([CH:7]=[C:8]([C:10]([F:13])([F:12])[F:11])[CH:9]=1)[C:5]#[N:6].C[C:15]1[NH:16][CH:17]=[CH:18][N:19]=1.[CH3:20]C(N(C)C)=O, predict the reaction product. The product is: [CH3:20][C:18]1[N:19]=[CH:15][N:16]([C:2]2[CH:3]=[C:4]([CH:7]=[C:8]([C:10]([F:13])([F:12])[F:11])[CH:9]=2)[C:5]#[N:6])[CH:17]=1. (3) Given the reactants [F:1][C:2]1[CH:7]=[CH:6][CH:5]=[CH:4][C:3]=1[C:8](=[O:33])[CH2:9][CH2:10][CH2:11][CH2:12][CH2:13][CH2:14][N:15]1[CH2:20][CH2:19][CH:18]([C:21]2[CH:22]=[C:23]([NH:27][C:28](=[O:32])[CH:29]([CH3:31])[CH3:30])[CH:24]=[CH:25][CH:26]=2)[CH2:17][CH2:16]1.CO.[BH4-].[Na+], predict the reaction product. The product is: [F:1][C:2]1[CH:7]=[CH:6][CH:5]=[CH:4][C:3]=1[CH:8]([OH:33])[CH2:9][CH2:10][CH2:11][CH2:12][CH2:13][CH2:14][N:15]1[CH2:20][CH2:19][CH:18]([C:21]2[CH:22]=[C:23]([NH:27][C:28](=[O:32])[CH:29]([CH3:30])[CH3:31])[CH:24]=[CH:25][CH:26]=2)[CH2:17][CH2:16]1. (4) Given the reactants [CH3:1][O:2][CH2:3][O:4][C@H:5]1[CH2:9][CH2:8][N:7]([C@@H:10]([C:13]2[CH:18]=[CH:17][CH:16]=[CH:15][CH:14]=2)CO)[CH2:6]1.[CH3:19]OCO[C@H]1CCN([C@H](C2C=CC=CC=2)CO)C1.[F:37][C:38]1[CH:39]=[C:40]([CH:45]=[CH:46][C:47]=1[NH:48][CH3:49])[C:41]([O:43][CH3:44])=[O:42], predict the reaction product. The product is: [F:37][C:38]1[CH:39]=[C:40]([CH:45]=[CH:46][C:47]=1[N:48]([C@@H:13]([C:18]1[CH:17]=[CH:16][CH:15]=[CH:14][CH:19]=1)[CH2:10][N:7]1[CH2:8][CH2:9][C@H:5]([O:4][CH2:3][O:2][CH3:1])[CH2:6]1)[CH3:49])[C:41]([O:43][CH3:44])=[O:42]. (5) Given the reactants N[C:2]1[O:3][C:4]2[C:9]([C:10](=[O:15])[C:11]=1[CH2:12][CH2:13][CH3:14])=[CH:8][C:7]([I:16])=[CH:6][CH:5]=2.[C:17]([O:21]N=O)(C)(C)C.O, predict the reaction product. The product is: [I:16][C:7]1[CH:8]=[C:9]2[C:4](=[CH:5][CH:6]=1)[O:3][C:2]([O:21][CH3:17])=[C:11]([CH2:12][CH2:13][CH3:14])[C:10]2=[O:15]. (6) Given the reactants [Br:1][C:2]1[S:6][C:5]2=[C:7](C(O)=O)[N:8]=[CH:9][N:4]2[CH:3]=1.C(O)(=O)C1C=CC=CC=1, predict the reaction product. The product is: [Br:1][C:2]1[S:6][C:5]2=[CH:7][N:8]=[CH:9][N:4]2[CH:3]=1.